This data is from Forward reaction prediction with 1.9M reactions from USPTO patents (1976-2016). The task is: Predict the product of the given reaction. (1) Given the reactants Br[C:2]1[CH:7]=[CH:6][C:5]([S:8]([NH2:11])(=[O:10])=[O:9])=[CH:4][CH:3]=1.[C:12]([Si:14]([CH3:17])([CH3:16])[CH3:15])#[CH:13].C(OCC)C, predict the reaction product. The product is: [CH3:15][Si:14]([C:12]#[C:13][C:2]1[CH:7]=[CH:6][C:5]([S:8]([NH2:11])(=[O:10])=[O:9])=[CH:4][CH:3]=1)([CH3:17])[CH3:16]. (2) Given the reactants [Br:1][C:2]1[CH:7]=[CH:6][C:5]([NH:8][C:9]2[N:10]([CH3:20])[C:11](=[O:19])[CH:12]=[CH:13][C:14]=2[C:15]([O:17]C)=O)=[C:4]([F:21])[CH:3]=1.[Si:22]([O:29][C@@H:30]([CH3:34])[CH2:31][O:32][NH2:33])([C:25]([CH3:28])([CH3:27])[CH3:26])([CH3:24])[CH3:23].C[Si]([N-][Si](C)(C)C)(C)C.[Li+], predict the reaction product. The product is: [Br:1][C:2]1[CH:7]=[CH:6][C:5]([NH:8][C:9]2[N:10]([CH3:20])[C:11](=[O:19])[CH:12]=[CH:13][C:14]=2[C:15]([NH:33][O:32][CH2:31][C@@H:30]([O:29][Si:22]([C:25]([CH3:26])([CH3:28])[CH3:27])([CH3:24])[CH3:23])[CH3:34])=[O:17])=[C:4]([F:21])[CH:3]=1. (3) Given the reactants [NH2:1][C:2]1[CH:3]=[C:4]([C:9]([F:12])([F:11])[F:10])[CH:5]=[C:6](Br)[CH:7]=1.[NH:13]1[CH2:17][CH2:16][CH2:15][C:14]1=[O:18].CNCCNC.C(=O)([O-])[O-].[K+].[K+], predict the reaction product. The product is: [NH2:1][C:2]1[CH:7]=[C:6]([N:13]2[CH2:17][CH2:16][CH2:15][C:14]2=[O:18])[CH:5]=[C:4]([C:9]([F:12])([F:11])[F:10])[CH:3]=1. (4) Given the reactants [CH3:1][O:2][C:3]1[C:8]2[O:9][CH2:10][O:11][C:7]=2[CH:6]=[C:5]([C:12](OC)=[O:13])[CH:4]=1.[H-].[H-].[H-].[H-].[Li+].[Al+3].O.[OH-].[Na+], predict the reaction product. The product is: [CH3:1][O:2][C:3]1[C:8]2[O:9][CH2:10][O:11][C:7]=2[CH:6]=[C:5]([CH2:12][OH:13])[CH:4]=1.